This data is from Blood-brain barrier permeability classification from the B3DB database. The task is: Regression/Classification. Given a drug SMILES string, predict its absorption, distribution, metabolism, or excretion properties. Task type varies by dataset: regression for continuous measurements (e.g., permeability, clearance, half-life) or binary classification for categorical outcomes (e.g., BBB penetration, CYP inhibition). Dataset: b3db_classification. (1) The compound is NC(C(=O)NC1C(=O)N2C(C(=O)O)=C(Cl)CSC12)c1ccccc1. The result is 0 (does not penetrate BBB). (2) The result is 1 (penetrates BBB). The drug is COc1ccccc1CNC1C2CCN(CC2)C1C(c1ccccc1)c1ccccc1. (3) The compound is CSc1nc2cc(Oc3cccc(Cl)c3Cl)c(Cl)cc2[nH]1. The result is 0 (does not penetrate BBB). (4) The molecule is CC(=O)OC1CCC2(C)C3CCC4(C)C(C(C)CCCC(C)C)CCC4C3CC(Br)C2(Br)C1. The result is 1 (penetrates BBB).